From a dataset of Reaction yield outcomes from USPTO patents with 853,638 reactions. Predict the reaction yield, written as a fraction of the theoretical maximum amount of product (1.0 means a 100% yield; for example, 0.34 means a 34% yield). (1) The reactants are [Br:1][C:2]1[CH:3]=[C:4]([N+:13]([O-])=O)[C:5]([NH:8][C@@H:9]([CH3:12])[CH2:10][OH:11])=[N:6][CH:7]=1.O.O.[Sn](Cl)Cl.[OH-].[Na+]. The catalyst is C(O)C.C(OCC)(=O)C. The product is [NH2:13][C:4]1[C:5]([NH:8][C@@H:9]([CH3:12])[CH2:10][OH:11])=[N:6][CH:7]=[C:2]([Br:1])[CH:3]=1. The yield is 0.980. (2) The reactants are [F:1][C:2]([F:17])([F:16])[C:3]1[CH:4]=[C:5]([C:10]#[C:11][Si](C)(C)C)[C:6]([NH2:9])=[N:7][CH:8]=1. The catalyst is CN1CCCC1=O.[Cu]I. The product is [F:1][C:2]([F:17])([F:16])[C:3]1[CH:4]=[C:5]2[CH:10]=[CH:11][NH:9][C:6]2=[N:7][CH:8]=1. The yield is 0.240. (3) The catalyst is CC(CC)=O. The product is [ClH:34].[CH3:33][N:2]([CH3:1])[C:3]1([C:27]2[CH:28]=[CH:29][CH:30]=[CH:31][CH:32]=2)[CH2:8][CH2:7][C:6](=[CH:9][C:10]([N:12]2[CH2:13][CH:14]=[C:15]([C:18]3[C:26]4[C:21](=[CH:22][CH:23]=[CH:24][CH:25]=4)[NH:20][CH:19]=3)[CH2:16][CH2:17]2)=[O:11])[CH2:5][CH2:4]1. The reactants are [CH3:1][N:2]([CH3:33])[C:3]1([C:27]2[CH:32]=[CH:31][CH:30]=[CH:29][CH:28]=2)[CH2:8][CH2:7][C:6](=[CH:9][C:10]([N:12]2[CH2:17][CH:16]=[C:15]([C:18]3[C:26]4[C:21](=[CH:22][CH:23]=[CH:24][CH:25]=4)[NH:20][CH:19]=3)[CH2:14][CH2:13]2)=[O:11])[CH2:5][CH2:4]1.[Cl:34][Si](C)(C)C. The yield is 0.690. (4) The reactants are Cl[C:2]1[N:7]=[C:6]([NH:8][C@H:9]2[C@H:14]3[CH2:15][C@H:11]([CH:12]=[CH:13]3)[C@H:10]2[C:16]([NH2:18])=[O:17])[C:5]([Cl:19])=[CH:4][N:3]=1.[NH2:20][C:21]1[C:22]([O:34][CH3:35])=[CH:23][C:24]2[N:30]([CH3:31])[C:29](=[O:32])[O:28][CH2:27][CH2:26][C:25]=2[CH:33]=1. No catalyst specified. The product is [Cl:19][C:5]1[C:6]([NH:8][C@H:9]2[C@H:14]3[CH2:15][C@H:11]([CH:12]=[CH:13]3)[C@H:10]2[C:16]([NH2:18])=[O:17])=[N:7][C:2]([NH:20][C:21]2[C:22]([O:34][CH3:35])=[CH:23][C:24]3[N:30]([CH3:31])[C:29](=[O:32])[O:28][CH2:27][CH2:26][C:25]=3[CH:33]=2)=[N:3][CH:4]=1. The yield is 0.720. (5) The reactants are FC(F)(F)S(O[C:7]1[CH:8]=[C:9]2[C:14](=[CH:15][CH:16]=1)[CH2:13][CH:12]([C:17]([O:19][CH3:20])=[O:18])[CH2:11][CH2:10]2)(=O)=O.[C:23]1(B(O)O)[CH:28]=[CH:27][CH:26]=[CH:25][CH:24]=1.C([O-])([O-])=O.[Na+].[Na+]. The catalyst is C1COCC1.CCOC(C)=O.C1C=CC([P]([Pd]([P](C2C=CC=CC=2)(C2C=CC=CC=2)C2C=CC=CC=2)([P](C2C=CC=CC=2)(C2C=CC=CC=2)C2C=CC=CC=2)[P](C2C=CC=CC=2)(C2C=CC=CC=2)C2C=CC=CC=2)(C2C=CC=CC=2)C2C=CC=CC=2)=CC=1. The product is [C:23]1([C:7]2[CH:8]=[C:9]3[C:14](=[CH:15][CH:16]=2)[CH2:13][CH:12]([C:17]([O:19][CH3:20])=[O:18])[CH2:11][CH2:10]3)[CH:28]=[CH:27][CH:26]=[CH:25][CH:24]=1. The yield is 0.790. (6) The reactants are N1CCCC1.[CH3:6][O:7][CH:8]([O:39][CH3:40])[C:9]1[C:30]([O:31][CH2:32][O:33][CH3:34])=[C:29]([C:35]([F:38])([F:37])[F:36])[CH:28]=[CH:27][C:10]=1[CH2:11][O:12][C:13]1[CH:18]=[CH:17][C:16]([N:19](C)[C:20](=O)OCC=C)=[CH:15][CH:14]=1. The catalyst is O1CCOCC1.O.C1C=CC([P]([Pd]([P](C2C=CC=CC=2)(C2C=CC=CC=2)C2C=CC=CC=2)([P](C2C=CC=CC=2)(C2C=CC=CC=2)C2C=CC=CC=2)[P](C2C=CC=CC=2)(C2C=CC=CC=2)C2C=CC=CC=2)(C2C=CC=CC=2)C2C=CC=CC=2)=CC=1. The product is [CH3:40][O:39][CH:8]([O:7][CH3:6])[C:9]1[C:30]([O:31][CH2:32][O:33][CH3:34])=[C:29]([C:35]([F:38])([F:37])[F:36])[CH:28]=[CH:27][C:10]=1[CH2:11][O:12][C:13]1[CH:14]=[CH:15][C:16]([NH:19][CH3:20])=[CH:17][CH:18]=1. The yield is 0.950. (7) The reactants are [F:1][C:2]1[CH:31]=[C:30]([F:32])[CH:29]=[CH:28][C:3]=1[O:4][C:5]1[CH:10]=[CH:9][C:8]([NH:11][S:12]([CH2:15][CH3:16])(=[O:14])=[O:13])=[CH:7][C:6]=1[C:17]1[C:18]2[CH:27]=[CH:26][NH:25][C:19]=2[C:20](=[O:24])[N:21]([CH3:23])[CH:22]=1.[CH3:33][N:34]([CH3:38])[CH2:35][CH2:36]O.C1(P(C2C=CC=CC=2)C2C=CC=CC=2)C=CC=CC=1.N(/C(OC(C)(C)C)=O)=N\C(OC(C)(C)C)=O. The catalyst is O1CCCC1. The product is [F:1][C:2]1[CH:31]=[C:30]([F:32])[CH:29]=[CH:28][C:3]=1[O:4][C:5]1[CH:10]=[CH:9][C:8]([N:11]([CH2:36][CH2:35][N:34]([CH3:38])[CH3:33])[S:12]([CH2:15][CH3:16])(=[O:14])=[O:13])=[CH:7][C:6]=1[C:17]1[C:18]2[CH:27]=[CH:26][NH:25][C:19]=2[C:20](=[O:24])[N:21]([CH3:23])[CH:22]=1. The yield is 0.318.